This data is from Forward reaction prediction with 1.9M reactions from USPTO patents (1976-2016). The task is: Predict the product of the given reaction. (1) Given the reactants [F:1][C:2]1[CH:3]=[C:4]2[C:8](=[CH:9][CH:10]=1)[NH:7][C:6]([C:11]1[CH:12]=[C:13]([C:17]3[N:18]([CH2:30][C:31]4[C:36]([F:37])=[CH:35][C:34]([F:38])=[CH:33][C:32]=4[F:39])[N:19]=[C:20]4[C:25]=3[CH:24]=[CH:23][CH:22]=[C:21]4[C:26]([F:29])([F:28])[F:27])[CH:14]=[CH:15][CH:16]=1)=[CH:5]2.[H-].[Na+].I[CH3:43], predict the reaction product. The product is: [F:1][C:2]1[CH:3]=[C:4]2[C:8](=[CH:9][CH:10]=1)[N:7]([CH3:43])[C:6]([C:11]1[CH:12]=[C:13]([C:17]3[N:18]([CH2:30][C:31]4[C:36]([F:37])=[CH:35][C:34]([F:38])=[CH:33][C:32]=4[F:39])[N:19]=[C:20]4[C:25]=3[CH:24]=[CH:23][CH:22]=[C:21]4[C:26]([F:27])([F:28])[F:29])[CH:14]=[CH:15][CH:16]=1)=[CH:5]2. (2) Given the reactants Br[C:2]1[CH:7]=[CH:6][N:5]=[C:4]2[N:8]([S:14]([C:17]3[CH:22]=[CH:21][CH:20]=[CH:19][CH:18]=3)(=[O:16])=[O:15])[C:9]([C:11]([CH3:13])=[CH2:12])=[CH:10][C:3]=12.[O-]P([O-])([O-])=O.[K+].[K+].[K+].[O:31]=[S:32]1(=[O:57])[CH2:37][CH2:36][CH:35]([NH:38][S:39]([C:42]2[CH:47]=[CH:46][C:45](B3OC(C)(C)C(C)(C)O3)=[CH:44][CH:43]=2)(=[O:41])=[O:40])[CH2:34][CH2:33]1, predict the reaction product. The product is: [O:57]=[S:32]1(=[O:31])[CH2:33][CH2:34][CH:35]([NH:38][S:39]([C:42]2[CH:43]=[CH:44][C:45]([C:2]3[CH:7]=[CH:6][N:5]=[C:4]4[N:8]([S:14]([C:17]5[CH:22]=[CH:21][CH:20]=[CH:19][CH:18]=5)(=[O:16])=[O:15])[C:9]([C:11]([CH3:13])=[CH2:12])=[CH:10][C:3]=34)=[CH:46][CH:47]=2)(=[O:41])=[O:40])[CH2:36][CH2:37]1. (3) Given the reactants [N+:1]([C:4]1[C:12]([O:13][CH3:14])=[C:11]([CH3:15])[C:10]([O:16][CH3:17])=[CH:9][C:5]=1[C:6]([OH:8])=O)([O-:3])=[O:2].C(Cl)(=O)C(Cl)=O.CC1[C:33](OC)=[CH:32][C:28](C(Cl)=O)=[C:27]([N+:36]([O-])=O)[C:26]=1[O:39]C.N1(CO)CCCC1, predict the reaction product. The product is: [CH3:15][C:11]1[C:10]([O:16][CH3:17])=[CH:9][C:5]([C:6]([N:36]2[CH2:33][CH2:32][CH2:28][CH:27]2[CH2:26][OH:39])=[O:8])=[C:4]([N+:1]([O-:3])=[O:2])[C:12]=1[O:13][CH3:14]. (4) Given the reactants [CH3:1][C:2]([C:7]1[CH:11]=[C:10]([NH:12][C:13](=[O:26])[C:14]([CH3:25])([S:16]([CH:19]2[CH2:24][CH2:23][O:22][CH2:21][CH2:20]2)(=[O:18])=[O:17])[CH3:15])[O:9][N:8]=1)([CH3:6])[C:3](O)=[O:4].C(OC(OC(C)(C)C)=O)(OC(C)(C)C)=O.C(=O)(O)[O-].[NH4+].[N:47]1C=CC=CC=1, predict the reaction product. The product is: [CH3:15][C:14]([S:16]([CH:19]1[CH2:24][CH2:23][O:22][CH2:21][CH2:20]1)(=[O:17])=[O:18])([CH3:25])[C:13]([NH:12][C:10]1[O:9][N:8]=[C:7]([C:2]([CH3:6])([CH3:1])[C:3]([NH2:47])=[O:4])[CH:11]=1)=[O:26]. (5) Given the reactants [CH3:1][O:2][C:3]1[CH:4]=[C:5]2[C:10](=[CH:11][CH:12]=1)[CH:9]=[C:8]([C@H:13]([CH3:19])[CH2:14][O:15][C:16](=[O:18])[NH2:17])[CH:7]=[CH:6]2.C(O)(=O)C.C(O)(=O)C.IC1C=CC=CC=1.[O-2].[Mg+2].C1C=CC=CC=1, predict the reaction product. The product is: [CH3:1][O:2][C:3]1[CH:4]=[C:5]2[C:10](=[CH:11][CH:12]=1)[CH:9]=[C:8]([C@:13]1([CH3:19])[CH2:14][O:15][C:16](=[O:18])[NH:17]1)[CH:7]=[CH:6]2. (6) Given the reactants [F:1][C:2]1[CH:7]=[C:6]([I:8])[CH:5]=[CH:4][C:3]=1[NH:9][C:10]1[C:18]([C:19]([OH:21])=O)=[CH:17][CH:16]=[C:15]2[C:11]=1[CH:12]=[N:13][NH:14]2.Cl.[OH:23][CH:24]1[CH2:27][NH:26][CH2:25]1.CCN=C=NCCCN(C)C.C1C=CC2N(O)N=NC=2C=1.CCN(C(C)C)C(C)C, predict the reaction product. The product is: [F:1][C:2]1[CH:7]=[C:6]([I:8])[CH:5]=[CH:4][C:3]=1[NH:9][C:10]1[C:18]([C:19]([N:26]2[CH2:27][CH:24]([OH:23])[CH2:25]2)=[O:21])=[CH:17][CH:16]=[C:15]2[C:11]=1[CH:12]=[N:13][NH:14]2. (7) Given the reactants C(OC(=O)[NH:7][CH2:8][CH2:9][N:10]([C:13]1[CH:18]=[CH:17][C:16]([Br:19])=[CH:15][CH:14]=1)[CH2:11][CH3:12])(C)(C)C.O1CCOCC1.[ClH:27], predict the reaction product. The product is: [ClH:27].[ClH:27].[Br:19][C:16]1[CH:15]=[CH:14][C:13]([N:10]([CH2:11][CH3:12])[CH2:9][CH2:8][NH2:7])=[CH:18][CH:17]=1. (8) Given the reactants C(OC([N:8]1[CH2:13][CH2:12][N:11]([CH2:14][C:15](=[O:32])[N:16]([CH:20]2[CH2:29][CH2:28][C:27]3[C:22](=[CH:23][CH:24]=[CH:25][C:26]=3[O:30][CH3:31])[CH2:21]2)[CH2:17][CH2:18][CH3:19])[CH2:10][CH2:9]1)=O)(C)(C)C, predict the reaction product. The product is: [CH3:31][O:30][C:26]1[CH:25]=[CH:24][CH:23]=[C:22]2[C:27]=1[CH2:28][CH2:29][CH:20]([N:16]([CH2:17][CH2:18][CH3:19])[C:15](=[O:32])[CH2:14][N:11]1[CH2:12][CH2:13][NH:8][CH2:9][CH2:10]1)[CH2:21]2. (9) Given the reactants F[C:2]1[CH:9]=[CH:8][C:5]([C:6]#[N:7])=[CH:4][CH:3]=1.[CH2:10]([O:12][C:13]1[CH:14]=[C:15]([CH:24]=[CH:25][C:26]=1[O:27][CH3:28])[CH2:16][N:17]1[CH2:22][CH2:21][CH:20]([NH2:23])[CH2:19][CH2:18]1)[CH3:11], predict the reaction product. The product is: [CH2:10]([O:12][C:13]1[CH:14]=[C:15]([CH:24]=[CH:25][C:26]=1[O:27][CH3:28])[CH2:16][N:17]1[CH2:18][CH2:19][CH:20]([NH:23][C:2]2[CH:9]=[CH:8][C:5]([C:6]#[N:7])=[CH:4][CH:3]=2)[CH2:21][CH2:22]1)[CH3:11].